Dataset: Catalyst prediction with 721,799 reactions and 888 catalyst types from USPTO. Task: Predict which catalyst facilitates the given reaction. (1) Reactant: Cl[CH2:2][C:3]1[N:4]=[C:5]([C:8]2[CH:17]=[CH:16][C:11]([C:12]([O:14][CH3:15])=[O:13])=[CH:10][CH:9]=2)[S:6][CH:7]=1.C(=O)(O)[O-].[Na+].[C:23]([C:25]1[C:26]([C:35]2[CH:40]=[CH:39][CH:38]=[CH:37][CH:36]=2)=[C:27]2[CH2:34][CH2:33][CH2:32][C:28]2=[N:29][C:30]=1[S-:31])#[N:24].[Na+]. Product: [C:23]([C:25]1[C:26]([C:35]2[CH:40]=[CH:39][CH:38]=[CH:37][CH:36]=2)=[C:27]2[CH2:34][CH2:33][CH2:32][C:28]2=[N:29][C:30]=1[S:31][CH2:2][C:3]1[N:4]=[C:5]([C:8]2[CH:17]=[CH:16][C:11]([C:12]([O:14][CH3:15])=[O:13])=[CH:10][CH:9]=2)[S:6][CH:7]=1)#[N:24]. The catalyst class is: 6. (2) Reactant: CN(C)[CH:3]=[C:4]([C:10]1[CH:11]=[N:12][CH:13]=[CH:14][CH:15]=1)[C:5](OCC)=[O:6].[NH:17]([C:19]1[CH:24]=[C:23]([N:25]2[CH2:30][CH2:29][N:28]([CH3:31])[CH2:27][CH2:26]2)[N:22]=[CH:21][N:20]=1)[NH2:18].C12(CS(O)(=O)=O)C(C)(C)C(CC1)CC2=O.C[O-].[Na+].[ClH:50]. The catalyst class is: 8. Product: [ClH:50].[ClH:50].[CH3:31][N:28]1[CH2:29][CH2:30][N:25]([C:23]2[N:22]=[CH:21][N:20]=[C:19]([N:17]3[C:5](=[O:6])[C:4]([C:10]4[CH:11]=[N:12][CH:13]=[CH:14][CH:15]=4)=[CH:3][NH:18]3)[CH:24]=2)[CH2:26][CH2:27]1. (3) Reactant: [C:1]([C:5]1[CH:9]=[C:8]([NH:10][C:11]([NH:13][C:14]2[C:23]3[C:18](=[CH:19][CH:20]=[CH:21][CH:22]=3)[C:17]([O:24][CH2:25][CH2:26][N:27]3[CH2:32][CH2:31][O:30][CH2:29][CH2:28]3)=[CH:16][CH:15]=2)=[O:12])[N:7]([C:33]2[CH:38]=[CH:37][C:36]([CH3:39])=[CH:35][CH:34]=2)[N:6]=1)([CH3:4])([CH3:3])[CH3:2].[ClH:40]. Product: [ClH:40].[C:1]([C:5]1[CH:9]=[C:8]([NH:10][C:11]([NH:13][C:14]2[C:23]3[C:18](=[CH:19][CH:20]=[CH:21][CH:22]=3)[C:17]([O:24][CH2:25][CH2:26][N:27]3[CH2:32][CH2:31][O:30][CH2:29][CH2:28]3)=[CH:16][CH:15]=2)=[O:12])[N:7]([C:33]2[CH:38]=[CH:37][C:36]([CH3:39])=[CH:35][CH:34]=2)[N:6]=1)([CH3:4])([CH3:3])[CH3:2]. The catalyst class is: 6. (4) Reactant: Br[C:2]1[CH:20]=[CH:19][C:5]([O:6][CH2:7][CH2:8][O:9][C:10]2[C:15]([Cl:16])=[CH:14][C:13]([CH3:17])=[CH:12][C:11]=2[Cl:18])=[CH:4][CH:3]=1.[Li]CCCC.[C:26]([O:30][C:31]([N:33]1[CH2:38][CH2:37][C:36](=[O:39])[CH:35]([C:40](=[O:54])[N:41]([CH:51]2[CH2:53][CH2:52]2)[CH2:42][C:43]2[CH:48]=[CH:47][CH:46]=[C:45]([CH3:49])[C:44]=2[CH3:50])[CH2:34]1)=[O:32])([CH3:29])([CH3:28])[CH3:27]. Product: [C:26]([O:30][C:31]([N:33]1[CH2:38][CH2:37][C@@:36]([C:2]2[CH:20]=[CH:19][C:5]([O:6][CH2:7][CH2:8][O:9][C:10]3[C:15]([Cl:16])=[CH:14][C:13]([CH3:17])=[CH:12][C:11]=3[Cl:18])=[CH:4][CH:3]=2)([OH:39])[C@@H:35]([C:40](=[O:54])[N:41]([CH:51]2[CH2:52][CH2:53]2)[CH2:42][C:43]2[CH:48]=[CH:47][CH:46]=[C:45]([CH3:49])[C:44]=2[CH3:50])[CH2:34]1)=[O:32])([CH3:29])([CH3:27])[CH3:28]. The catalyst class is: 598. (5) Reactant: [F:1][C:2]1[CH:7]=[CH:6][C:5]([C:8](=[C:20]2[CH2:25][C:24]([CH3:27])([CH3:26])[CH2:23][C:22]([CH3:29])([CH3:28])[CH2:21]2)[C:9]2[CH:14]=[CH:13][C:12]([O:15][CH2:16][C:17]([O-:19])=[O:18])=[CH:11][CH:10]=2)=[CH:4][CH:3]=1.[OH-].[Na+].Cl. Product: [F:1][C:2]1[CH:7]=[CH:6][C:5]([C:8](=[C:20]2[CH2:21][C:22]([CH3:29])([CH3:28])[CH2:23][C:24]([CH3:27])([CH3:26])[CH2:25]2)[C:9]2[CH:14]=[CH:13][C:12]([O:15][CH2:16][C:17]([OH:19])=[O:18])=[CH:11][CH:10]=2)=[CH:4][CH:3]=1. The catalyst class is: 242. (6) Reactant: [C:1]1([C:7]2[N:8]=[N:9][NH:10][N:11]=2)[CH:6]=[CH:5][CH:4]=[CH:3][CH:2]=1.[N:12]1[CH:17]=[CH:16][CH:15]=[CH:14][C:13]=1[C:18]#[C:19][CH2:20][CH2:21]O.C1(P(C2C=CC=CC=2)C2C=CC=CC=2)C=CC=CC=1. Product: [C:1]1([C:7]2[N:8]=[N:9][N:10]([CH2:21][CH2:20][C:19]#[C:18][C:13]3[CH:14]=[CH:15][CH:16]=[CH:17][N:12]=3)[N:11]=2)[CH:2]=[CH:3][CH:4]=[CH:5][CH:6]=1. The catalyst class is: 2.